The task is: Regression. Given a peptide amino acid sequence and an MHC pseudo amino acid sequence, predict their binding affinity value. This is MHC class I binding data.. This data is from Peptide-MHC class I binding affinity with 185,985 pairs from IEDB/IMGT. (1) The peptide sequence is QAEAALENL. The MHC is Patr-B0101 with pseudo-sequence Patr-B0101. The binding affinity (normalized) is 0.124. (2) The peptide sequence is IINAHRIPK. The MHC is HLA-B44:02 with pseudo-sequence HLA-B44:02. The binding affinity (normalized) is 0.0847. (3) The peptide sequence is KSLLLLNTR. The MHC is HLA-A11:01 with pseudo-sequence HLA-A11:01. The binding affinity (normalized) is 0.562. (4) The peptide sequence is ILHRLAPWI. The MHC is HLA-A03:01 with pseudo-sequence HLA-A03:01. The binding affinity (normalized) is 0.0847. (5) The binding affinity (normalized) is 0.217. The peptide sequence is VTSLDVINY. The MHC is HLA-A01:01 with pseudo-sequence HLA-A01:01. (6) The binding affinity (normalized) is 0.0847. The MHC is HLA-A25:01 with pseudo-sequence HLA-A25:01. The peptide sequence is TQIPRQMVL. (7) The peptide sequence is RRQRKRRWRRR. The MHC is HLA-B27:05 with pseudo-sequence HLA-B27:05. The binding affinity (normalized) is 0.441. (8) The peptide sequence is VLWAHGFEL. The MHC is HLA-B15:01 with pseudo-sequence HLA-B15:01. The binding affinity (normalized) is 0.406. (9) The peptide sequence is VIADYNYKL. The MHC is HLA-A02:02 with pseudo-sequence HLA-A02:02. The binding affinity (normalized) is 1.00. (10) The peptide sequence is WKAIGAYIL. The MHC is HLA-B46:01 with pseudo-sequence HLA-B46:01. The binding affinity (normalized) is 0.0847.